Task: Predict the product of the given reaction.. Dataset: Forward reaction prediction with 1.9M reactions from USPTO patents (1976-2016) (1) Given the reactants [NH2:1][C:2]1[CH:6]=[C:5]([Cl:7])[N:4]([C:8]2[CH:13]=[CH:12][C:11]([C:14]3[CH:18]=[CH:17][S:16][CH:15]=3)=[CH:10][CH:9]=2)[C:3]=1[C:19]([O:21][CH2:22][CH3:23])=[O:20].N1C=CC=CC=1.[CH3:30][O:31][C:32]1[CH:33]=[C:34]([CH2:38][C:39](Cl)=[O:40])[CH:35]=[CH:36][CH:37]=1, predict the reaction product. The product is: [Cl:7][C:5]1[N:4]([C:8]2[CH:9]=[CH:10][C:11]([C:14]3[CH:18]=[CH:17][S:16][CH:15]=3)=[CH:12][CH:13]=2)[C:3]([C:19]([O:21][CH2:22][CH3:23])=[O:20])=[C:2]([NH:1][C:39](=[O:40])[CH2:38][C:34]2[CH:35]=[CH:36][CH:37]=[C:32]([O:31][CH3:30])[CH:33]=2)[CH:6]=1. (2) Given the reactants [NH2:1][C:2]1[CH:7]=[CH:6][C:5]([C@@H:8]2[O:13][CH2:12][CH2:11][N:10]([C@@H](C3C=CC=CC=3)C)[CH2:9]2)=[CH:4][CH:3]=1.C([O-])=O.[NH4+].CO.O, predict the reaction product. The product is: [NH:10]1[CH2:11][CH2:12][O:13][C@@H:8]([C:5]2[CH:6]=[CH:7][C:2]([NH2:1])=[CH:3][CH:4]=2)[CH2:9]1. (3) Given the reactants [F:1][C:2]([F:32])([F:31])[C:3]1[CH:4]=[C:5]([CH:28]=[CH:29][CH:30]=1)[O:6][CH2:7][C:8]1[S:9][C:10]2[C:16]([C:17]3[CH:18]=[C:19]([CH:25]=[CH:26][CH:27]=3)[C:20]([O:22]CC)=[O:21])=[CH:15][CH:14]=[CH:13][C:11]=2[CH:12]=1.[F:33][C:34]([F:62])([F:61])[C:35]1[CH:36]=[C:37]([CH:58]=[CH:59][CH:60]=1)[O:38][CH2:39][C:40]1[S:41][C:42]2[C:48]([C:49]3[CH:50]=[C:51]([CH:55]=[CH:56][CH:57]=3)[C:52](O)=[O:53])=[CH:47][CH:46]=[CH:45][C:43]=2[CH:44]=1.Cl.[NH2:64][CH2:65][C:66]([NH2:68])=[O:67], predict the reaction product. The product is: [F:31][C:2]([F:1])([F:32])[C:3]1[CH:4]=[C:5]([CH:28]=[CH:29][CH:30]=1)[O:6][CH2:7][C:8]1[S:9][C:10]2[C:16]([C:17]3[CH:18]=[C:19]([CH:25]=[CH:26][CH:27]=3)[C:20]([OH:22])=[O:21])=[CH:15][CH:14]=[CH:13][C:11]=2[CH:12]=1.[NH2:68][C:66](=[O:67])[CH2:65][NH:64][C:52](=[O:53])[C:51]1[CH:55]=[CH:56][CH:57]=[C:49]([C:48]2[C:42]3[S:41][C:40]([CH2:39][O:38][C:37]4[CH:58]=[CH:59][CH:60]=[C:35]([C:34]([F:61])([F:33])[F:62])[CH:36]=4)=[CH:44][C:43]=3[CH:45]=[CH:46][CH:47]=2)[CH:50]=1. (4) Given the reactants [H][H].[CH3:3][O:4][C:5]1[CH:10]=[CH:9][C:8]([C:11]2[CH:12]=[N:13][O:14][C:15]=2[C:16]2[CH:21]=[C:20]([O:22][CH3:23])[C:19]([O:24][CH3:25])=[C:18]([O:26][CH3:27])[CH:17]=2)=[CH:7][C:6]=1[N+:28]([O-])=O.C1COCC1.[ClH:36], predict the reaction product. The product is: [ClH:36].[CH3:3][O:4][C:5]1[CH:10]=[CH:9][C:8]([C:11]2[CH:12]=[N:13][O:14][C:15]=2[C:16]2[CH:17]=[C:18]([O:26][CH3:27])[C:19]([O:24][CH3:25])=[C:20]([O:22][CH3:23])[CH:21]=2)=[CH:7][C:6]=1[NH2:28]. (5) The product is: [ClH:1].[Cl:15][C:16]1[CH:17]=[CH:18][C:19]([S:24]([CH2:27][CH2:28][CH3:2])(=[O:26])=[O:25])=[C:20]([CH2:21][NH2:22])[CH:23]=1. Given the reactants [Cl:1][C:2]1C=CC(SCCC)=C(CN)C=1.Cl.[Cl:15][C:16]1[CH:17]=[CH:18][C:19]([S:24]([CH2:27][CH3:28])(=[O:26])=[O:25])=[C:20]([CH:23]=1)[CH2:21][NH2:22], predict the reaction product. (6) Given the reactants [CH2:1]([O:4][CH2:5][CH2:6][C:7]([OH:9])=[O:8])[CH:2]=[CH2:3].[C:10](=O)([O-])[O-].[K+].[K+].IC, predict the reaction product. The product is: [CH2:1]([O:4][CH2:5][CH2:6][C:7]([O:9][CH3:10])=[O:8])[CH:2]=[CH2:3]. (7) Given the reactants [NH2:1][C:2]1[N:3]=[N:4][CH:5]=[CH:6][CH:7]=1.C[Si]([N-][Si](C)(C)C)(C)C.[Na+].Cl[C:19]1[N:24]=[C:23]([N:25]2[CH2:30][CH2:29][O:28][CH2:27][CH2:26]2)[N:22]=[C:21]([N:31]2[C:35]3[CH:36]=[CH:37][CH:38]=[C:39]([O:40][CH3:41])[C:34]=3[N:33]=[C:32]2[CH:42]([F:44])[F:43])[N:20]=1, predict the reaction product. The product is: [F:44][CH:42]([F:43])[C:32]1[N:31]([C:21]2[N:22]=[C:23]([N:25]3[CH2:30][CH2:29][O:28][CH2:27][CH2:26]3)[N:24]=[C:19]([NH:1][C:2]3[N:3]=[N:4][CH:5]=[CH:6][CH:7]=3)[N:20]=2)[C:35]2[CH:36]=[CH:37][CH:38]=[C:39]([O:40][CH3:41])[C:34]=2[N:33]=1.